Dataset: Peptide-MHC class I binding affinity with 185,985 pairs from IEDB/IMGT. Task: Regression. Given a peptide amino acid sequence and an MHC pseudo amino acid sequence, predict their binding affinity value. This is MHC class I binding data. (1) The peptide sequence is YALTVTQII. The MHC is H-2-Db with pseudo-sequence H-2-Db. The binding affinity (normalized) is 0.349. (2) The binding affinity (normalized) is 0.385. The peptide sequence is TSVPKCWL. The MHC is Mamu-A01 with pseudo-sequence Mamu-A01. (3) The peptide sequence is KSDGTGTIY. The MHC is HLA-B27:05 with pseudo-sequence HLA-B27:05. The binding affinity (normalized) is 0.0847. (4) The binding affinity (normalized) is 0.331. The peptide sequence is QWISSECTTPC. The MHC is Patr-A0901 with pseudo-sequence Patr-A0901. (5) The peptide sequence is NPEIEDDIF. The MHC is HLA-B53:01 with pseudo-sequence HLA-B53:01. The binding affinity (normalized) is 0.228.